From a dataset of Forward reaction prediction with 1.9M reactions from USPTO patents (1976-2016). Predict the product of the given reaction. (1) Given the reactants [CH3:1][C:2]1[O:3][CH:4]=[CH:5][C:6]=1[C:7](=O)[CH2:8][C:9]#[N:10].[ClH:12].[C:13]1([CH3:21])[CH:18]=[CH:17][C:16]([NH:19][NH2:20])=[CH:15][CH:14]=1, predict the reaction product. The product is: [ClH:12].[CH3:1][C:2]1[O:3][CH:4]=[CH:5][C:6]=1[C:7]1[CH:8]=[C:9]([NH2:10])[N:19]([C:16]2[CH:17]=[CH:18][C:13]([CH3:21])=[CH:14][CH:15]=2)[N:20]=1. (2) Given the reactants [F:1][C:2]([F:7])([F:6])[C:3]([OH:5])=[O:4].C(OC(=O)[NH:14][C@H:15]([C:31]1[NH:35][C:34]2[CH:36]=[CH:37][CH:38]=[CH:39][C:33]=2[N:32]=1)[CH2:16][C:17]1[CH:22]=[CH:21][C:20]([O:23][CH2:24][C:25]2[CH:30]=[CH:29][CH:28]=[CH:27][CH:26]=2)=[CH:19][CH:18]=1)(C)(C)C, predict the reaction product. The product is: [F:1][C:2]([F:7])([F:6])[C:3]([O-:5])=[O:4].[NH:32]1[C:33]2[CH:39]=[CH:38][CH:37]=[CH:36][C:34]=2[N:35]=[C:31]1[C@@H:15]([NH3+:14])[CH2:16][C:17]1[CH:22]=[CH:21][C:20]([O:23][CH2:24][C:25]2[CH:30]=[CH:29][CH:28]=[CH:27][CH:26]=2)=[CH:19][CH:18]=1. (3) Given the reactants [C:1]([O:9][CH2:10][CH3:11])(=[O:8])[CH2:2][C:3]([O:5][CH2:6][CH3:7])=[O:4].C(=O)([O-])[O-].[K+].[K+].[CH2:18](Br)[CH:19]=[CH2:20], predict the reaction product. The product is: [CH2:20]([CH:2]([C:3]([O:5][CH2:6][CH3:7])=[O:4])[C:1]([O:9][CH2:10][CH3:11])=[O:8])[CH:19]=[CH2:18]. (4) Given the reactants Cl[CH2:2][C:3]1[C:4]([C:14]2[CH:19]=[CH:18][CH:17]=[CH:16][C:15]=2[CH3:20])=[N:5][C:6]2[C:11]([CH:12]=1)=[CH:10][CH:9]=[CH:8][C:7]=2[CH3:13].[N-:21]=[N+]=[N-].[Na+], predict the reaction product. The product is: [CH3:13][C:7]1[CH:8]=[CH:9][CH:10]=[C:11]2[C:6]=1[N:5]=[C:4]([C:14]1[CH:19]=[CH:18][CH:17]=[CH:16][C:15]=1[CH3:20])[C:3]([CH2:2][NH2:21])=[CH:12]2. (5) The product is: [CH:1]1([C:6]2[CH:7]=[C:8]([OH:9])[CH:37]=[CH:38][CH:39]=2)[CH2:2][CH2:3][CH2:4][CH2:5]1. Given the reactants [C:1]1([C:6]2[CH:7]=[C:8]([CH:37]=[CH:38][CH:39]=2)[O:9]C[Si](O[Si](C[O:9][C:8]2[CH:37]=[CH:38][CH:39]=[C:6]([C:1]3[CH2:5][CH2:4][CH2:3][CH:2]=3)[CH:7]=2)(C)C(C)(C)C)(C(C)(C)C)C)[CH2:5][CH2:4][CH2:3][CH:2]=1.[H][H], predict the reaction product. (6) Given the reactants [CH2:1](Cl)[O:2]C.CC(C)([O-])C.[K+].[I:11][C:12]1[C:17]([O:18][CH2:19][O:20][CH3:21])=[CH:16][CH:15]=[CH:14][N:13]=1.[Li+].CC([N-]C(C)C)C, predict the reaction product. The product is: [I:11][C:12]1[C:17]([O:18][CH2:19][O:20][CH3:21])=[C:16]([CH:15]=[CH:14][N:13]=1)[CH:1]=[O:2]. (7) Given the reactants [CH:1]([C:4]1[N:5]([C:20]2[CH:25]=[CH:24][CH:23]=[CH:22][CH:21]=2)[C:6](=[O:19])[C:7]2[C:8](=[O:18])[C:9]3[CH:17]=[CH:16][CH:15]=[CH:14][C:10]=3[NH:11][C:12]=2[CH:13]=1)([CH3:3])[CH3:2].[CH3:26]N(C=O)C.CI.O, predict the reaction product. The product is: [CH:1]([C:4]1[N:5]([C:20]2[CH:25]=[CH:24][CH:23]=[CH:22][CH:21]=2)[C:6](=[O:19])[C:7]2[C:8](=[O:18])[C:9]3[CH:17]=[CH:16][CH:15]=[CH:14][C:10]=3[N:11]([CH3:26])[C:12]=2[CH:13]=1)([CH3:3])[CH3:2].